From a dataset of Forward reaction prediction with 1.9M reactions from USPTO patents (1976-2016). Predict the product of the given reaction. (1) Given the reactants [C:1]([N:8]1[CH2:12][C@@H:11]([N:13]([C:21](=[O:26])[C:22]([CH3:25])([CH3:24])[CH3:23])[C@H:14]2[CH2:19][CH2:18][C@@H:17]([CH3:20])[CH2:16][CH2:15]2)[CH2:10][C@H:9]1[C:27]([NH2:29])=O)([O:3][C:4]([CH3:7])([CH3:6])[CH3:5])=[O:2].C(OC(C(F)(F)F)=O)(C(F)(F)F)=O, predict the reaction product. The product is: [C:1]([N:8]1[CH2:12][C@@H:11]([N:13]([C:21](=[O:26])[C:22]([CH3:25])([CH3:24])[CH3:23])[C@H:14]2[CH2:15][CH2:16][C@@H:17]([CH3:20])[CH2:18][CH2:19]2)[CH2:10][C@H:9]1[C:27]#[N:29])([O:3][C:4]([CH3:5])([CH3:7])[CH3:6])=[O:2]. (2) Given the reactants C1(N2CC[O:10]CC2)CCCCC=1.C(N(CC)CC)C.[C:20](Cl)(=[O:25])[CH2:21][CH:22]([CH3:24])[CH3:23].Cl.[C:28]1(C)[CH:33]=[CH:32][CH:31]=[CH:30][CH:29]=1, predict the reaction product. The product is: [CH3:23][CH:22]([CH3:24])[CH2:21][C:20]([CH:29]1[CH2:30][CH2:31][CH2:32][CH2:33][C:28]1=[O:10])=[O:25]. (3) Given the reactants [CH:1]1([C:4]2[N:8]=[C:7]([NH2:9])[O:6][N:5]=2)[CH2:3][CH2:2]1.[CH:10]1[C:23]2[CH:22]([C:24](Cl)=[O:25])[C:21]3[C:16](=[CH:17][CH:18]=[CH:19][CH:20]=3)[O:15][C:14]=2[CH:13]=[CH:12][CH:11]=1, predict the reaction product. The product is: [CH:1]1([C:4]2[N:8]=[C:7]([NH:9][C:24]([CH:22]3[C:23]4[CH:10]=[CH:11][CH:12]=[CH:13][C:14]=4[O:15][C:16]4[C:21]3=[CH:20][CH:19]=[CH:18][CH:17]=4)=[O:25])[O:6][N:5]=2)[CH2:3][CH2:2]1. (4) Given the reactants C([O:8][C:9]1[C:18]([O:19][CH3:20])=[CH:17][CH:16]=[C:15]2[C:10]=1[CH2:11][CH2:12][N:13]([C:21]([O:23][C:24]([CH3:27])([CH3:26])[CH3:25])=[O:22])[CH2:14]2)C1C=CC=CC=1, predict the reaction product. The product is: [OH:8][C:9]1[C:18]([O:19][CH3:20])=[CH:17][CH:16]=[C:15]2[C:10]=1[CH2:11][CH2:12][N:13]([C:21]([O:23][C:24]([CH3:27])([CH3:26])[CH3:25])=[O:22])[CH2:14]2. (5) Given the reactants [Cl:1][C:2]1[CH:15]=[CH:14][C:5]2[NH:6][C:7](=[O:13])[CH:8]([CH:10]([CH3:12])[CH3:11])[O:9][C:4]=2[CH:3]=1.C(=O)([O-])[O-].[K+].[K+].[C:22]([O:26][CH3:27])(=[O:25])[CH:23]=[CH2:24].C(OCC)(=O)C, predict the reaction product. The product is: [CH3:27][O:26][C:22](=[O:25])[CH2:23][CH2:24][N:6]1[C:5]2[CH:14]=[CH:15][C:2]([Cl:1])=[CH:3][C:4]=2[O:9][CH:8]([CH:10]([CH3:12])[CH3:11])[C:7]1=[O:13]. (6) Given the reactants [O:1]1[C:5]2([CH2:10][CH2:9][CH2:8][CH2:7][CH:6]2[C:11](Cl)=[O:12])[O:4][CH2:3][CH2:2]1.C1(C)C=CC=CC=1.[CH3:21][NH:22][CH3:23].O, predict the reaction product. The product is: [CH3:21][N:22]([CH3:23])[C:11]([CH:6]1[CH2:7][CH2:8][CH2:9][CH2:10][C:5]21[O:4][CH2:3][CH2:2][O:1]2)=[O:12].